From a dataset of Forward reaction prediction with 1.9M reactions from USPTO patents (1976-2016). Predict the product of the given reaction. Given the reactants [CH:1]1([C:4]([CH:6]2[CH2:18][CH2:17][C:9]3[N:10]=[C:11]([NH:13][C:14](=[O:16])[CH3:15])[S:12][C:8]=3[C:7]2=O)=O)[CH2:3][CH2:2]1.[Cl:20][C:21]1[CH:22]=[C:23]([CH2:29][C:30]([O:32][CH3:33])=[O:31])[CH:24]=[CH:25][C:26]=1[NH:27][NH2:28], predict the reaction product. The product is: [C:14]([NH:13][C:11]1[S:12][C:8]2[C:7]3[N:27]([C:26]4[CH:25]=[CH:24][C:23]([CH2:29][C:30]([O:32][CH3:33])=[O:31])=[CH:22][C:21]=4[Cl:20])[N:28]=[C:4]([CH:1]4[CH2:3][CH2:2]4)[C:6]=3[CH2:18][CH2:17][C:9]=2[N:10]=1)(=[O:16])[CH3:15].